Task: Predict which catalyst facilitates the given reaction.. Dataset: Catalyst prediction with 721,799 reactions and 888 catalyst types from USPTO (1) Reactant: C(O)[C:2]([C@@H:4]([OH:12])[C@H:5]([OH:11])[C@@H:6]([OH:10])[C:7](O)=[O:8])=[O:3].[H][H]. Product: [O:3]=[CH:2][C@H:4]([C@@H:5]([C@H:6]([CH2:7][OH:8])[OH:10])[OH:11])[OH:12].[O:3]=[CH:2][C@H:4]([C@@H:5]([C@@H:6]([CH2:7][OH:8])[OH:10])[OH:11])[OH:12]. The catalyst class is: 181. (2) Reactant: [C:1]1([CH3:21])[CH:6]=[C:5]([CH3:7])[CH:4]=[C:3]([CH3:8])[C:2]=1[S:9]([O:12][NH:13]C(=O)OC(C)(C)C)(=[O:11])=[O:10]. Product: [C:1]1([CH3:21])[CH:6]=[C:5]([CH3:7])[CH:4]=[C:3]([CH3:8])[C:2]=1[S:9]([O:12][NH2:13])(=[O:11])=[O:10]. The catalyst class is: 55. (3) Reactant: [CH:1]1([CH2:4][C:5](=O)/[C:6](/[C:11]2[CH:16]=[CH:15][N:14]=[C:13]([S:17][CH3:18])[N:12]=2)=[CH:7]\[N:8](C)[CH3:9])[CH2:3][CH2:2]1.C(O)(=O)C.C(N)=[NH:25].C([O-])([O-])=O.[K+].[K+]. Product: [CH:1]1([CH2:4][C:5]2[C:6]([C:11]3[CH:16]=[CH:15][N:14]=[C:13]([S:17][CH3:18])[N:12]=3)=[CH:7][N:8]=[CH:9][N:25]=2)[CH2:3][CH2:2]1. The catalyst class is: 3. (4) Reactant: [CH3:1][O:2][C:3]1[CH:8]=[C:7]([CH:9]2[CH2:14][CH2:13][NH:12][CH2:11][CH2:10]2)[CH:6]=[CH:5][C:4]=1[NH:15][C:16]1[N:21]=[C:20]([CH2:22][CH2:23][C:24]2[CH:25]=[C:26]([CH:30]=[CH:31][CH:32]=2)[C:27]([NH2:29])=[O:28])[C:19]([C:33]([F:36])([F:35])[F:34])=[CH:18][N:17]=1.C=O.[C:39](O[BH-](OC(=O)C)OC(=O)C)(=O)C.[Na+]. Product: [CH3:1][O:2][C:3]1[CH:8]=[C:7]([CH:9]2[CH2:14][CH2:13][N:12]([CH3:39])[CH2:11][CH2:10]2)[CH:6]=[CH:5][C:4]=1[NH:15][C:16]1[N:21]=[C:20]([CH2:22][CH2:23][C:24]2[CH:25]=[C:26]([CH:30]=[CH:31][CH:32]=2)[C:27]([NH2:29])=[O:28])[C:19]([C:33]([F:34])([F:35])[F:36])=[CH:18][N:17]=1. The catalyst class is: 5. (5) Reactant: Br[C:2]1[CH:7]=[CH:6][C:5]([CH2:8][C:9]([O:11][CH3:12])=[O:10])=[CH:4][C:3]=1[F:13].[CH3:14][C:15]1([CH3:31])[C:19]([CH3:21])([CH3:20])[O:18][B:17]([B:17]2[O:18][C:19]([CH3:21])([CH3:20])[C:15]([CH3:31])([CH3:14])[O:16]2)[O:16]1.C([O-])(=O)C.[K+]. Product: [F:13][C:3]1[CH:4]=[C:5]([CH2:8][C:9]([O:11][CH3:12])=[O:10])[CH:6]=[CH:7][C:2]=1[B:17]1[O:18][C:19]([CH3:21])([CH3:20])[C:15]([CH3:31])([CH3:14])[O:16]1. The catalyst class is: 75. (6) Reactant: CCCP1(OP(CCC)(=O)OP(CCC)(=O)O1)=O.[NH2:19][C:20]1[C:28]([F:29])=[CH:27][C:23]([C:24]([OH:26])=O)=[C:22]([F:30])[CH:21]=1.[C:31]([NH:35][C:36](=[O:50])[C:37]1[CH:42]=[CH:41][CH:40]=[C:39]([CH2:43][N:44]2[CH2:49][CH2:48][NH:47][CH2:46][CH2:45]2)[CH:38]=1)([CH3:34])([CH3:33])[CH3:32].C(N(CC)CC)C. Product: [NH2:19][C:20]1[C:28]([F:29])=[CH:27][C:23]([C:24]([N:47]2[CH2:46][CH2:45][N:44]([CH2:43][C:39]3[CH:38]=[C:37]([CH:42]=[CH:41][CH:40]=3)[C:36]([NH:35][C:31]([CH3:33])([CH3:34])[CH3:32])=[O:50])[CH2:49][CH2:48]2)=[O:26])=[C:22]([F:30])[CH:21]=1. The catalyst class is: 4. (7) Product: [Br:1][CH2:2][C:3]1[C:27]([O:28][CH3:29])=[CH:26][C:6]2[C@@H:7]([C:20]3[CH:25]=[CH:24][CH:23]=[CH:22][CH:21]=3)[N:8]([OH:38])[C@@:9]([CH2:16][CH2:17][CH2:18][CH3:19])([CH2:14][CH3:15])[CH2:10][S:11](=[O:13])(=[O:12])[C:5]=2[CH:4]=1. Reactant: [Br:1][CH2:2][C:3]1[C:27]([O:28][CH3:29])=[CH:26][C:6]2[C@@H:7]([C:20]3[CH:25]=[CH:24][CH:23]=[CH:22][CH:21]=3)[NH:8][C@@:9]([CH2:16][CH2:17][CH2:18][CH3:19])([CH2:14][CH3:15])[CH2:10][S:11](=[O:13])(=[O:12])[C:5]=2[CH:4]=1.C1C=C(Cl)C=C(C(OO)=[O:38])C=1.[O-]S([O-])=O.[Na+].[Na+]. The catalyst class is: 2. (8) Reactant: [NH2:1][C@H:2]([CH3:20])[CH2:3][O:4][C:5]1[CH:6]=[C:7]([C:12]2[CH:17]=[C:16]([CH:18]=[CH2:19])[CH:15]=[CH:14][N:13]=2)[C:8]([Cl:11])=[N:9][CH:10]=1.O.[C:22]1([CH3:32])[CH:27]=[CH:26][C:25]([S:28]([OH:31])(=[O:30])=[O:29])=[CH:24][CH:23]=1.C(OCC)C. Product: [C:22]1([CH3:32])[CH:23]=[CH:24][C:25]([S:28]([OH:31])(=[O:29])=[O:30])=[CH:26][CH:27]=1.[NH2:1][C@H:2]([CH3:20])[CH2:3][O:4][C:5]1[CH:6]=[C:7]([C:12]2[CH:17]=[C:16]([CH:18]=[CH2:19])[CH:15]=[CH:14][N:13]=2)[C:8]([Cl:11])=[N:9][CH:10]=1. The catalyst class is: 13.